From a dataset of Forward reaction prediction with 1.9M reactions from USPTO patents (1976-2016). Predict the product of the given reaction. (1) Given the reactants [CH3:1][C:2]1[CH:7]=[C:6]([C:8]([N:10]2[C:16]3[CH:17]=[CH:18][CH:19]=[CH:20][C:15]=3[CH2:14][N:13]3[C:21]([C:24](O)=[O:25])=[CH:22][CH:23]=[C:12]3[CH2:11]2)=[O:9])[CH:5]=[CH:4][C:3]=1[C:27]1[CH:32]=[CH:31][CH:30]=[CH:29][C:28]=1[C:33]([F:36])([F:35])[F:34].C(Cl)(=O)C(Cl)=O.[CH3:43][N:44]([CH3:55])[CH2:45][CH2:46][CH2:47][NH:48][CH2:49][CH2:50][CH2:51][N:52]([CH3:54])[CH3:53].C(N(CC)C(C)C)(C)C, predict the reaction product. The product is: [CH3:54][N:52]([CH3:53])[CH2:51][CH2:50][CH2:49][N:48]([CH2:47][CH2:46][CH2:45][N:44]([CH3:43])[CH3:55])[C:24]([C:21]1[N:13]2[C:12]([CH2:11][N:10]([C:8]([C:6]3[CH:5]=[CH:4][C:3]([C:27]4[CH:32]=[CH:31][CH:30]=[CH:29][C:28]=4[C:33]([F:35])([F:36])[F:34])=[C:2]([CH3:1])[CH:7]=3)=[O:9])[C:16]3[CH:17]=[CH:18][CH:19]=[CH:20][C:15]=3[CH2:14]2)=[CH:23][CH:22]=1)=[O:25]. (2) Given the reactants Br[C:2]1[CH:3]=[C:4]([CH:8]([OH:17])[C:9]2[N:10]=[CH:11][N:12]3[CH:16]=[CH:15][S:14][C:13]=23)[CH:5]=[N:6][CH:7]=1.C(B(CC)[C:21]1[CH:22]=[N:23][CH:24]=[CH:25][CH:26]=1)C.C(=O)([O-])[O-].[K+].[K+].C(OCC)(=O)C, predict the reaction product. The product is: [N:6]1[CH:5]=[C:4]([C:8]([C:9]2[N:10]=[CH:11][N:12]3[CH:16]=[CH:15][S:14][C:13]=23)=[O:17])[CH:3]=[C:2]([C:21]2[CH:22]=[N:23][CH:24]=[CH:25][CH:26]=2)[CH:7]=1. (3) Given the reactants Cl.[NH2:2][CH2:3][C:4]([O:6][CH2:7][CH3:8])=[O:5].C([O-])([O-])=O.[K+].[K+].[C:15]([O:19][CH2:20][CH3:21])(=[O:18])[CH:16]=[CH2:17], predict the reaction product. The product is: [CH2:20]([O:19][C:15](=[O:18])[CH2:16][CH2:17][NH:2][CH2:3][C:4]([O:6][CH2:7][CH3:8])=[O:5])[CH3:21]. (4) Given the reactants [H-].[Na+].[CH3:3][CH:4]([C@H:6]1[CH2:10][N:9]([C:11]2[CH:12]=[N:13][C:14]([C:17]([F:20])([F:19])[F:18])=[CH:15][CH:16]=2)[C:8](=[O:21])[NH:7]1)[CH3:5].Br[CH2:23][C:24]([O:26][C:27]([CH3:30])([CH3:29])[CH3:28])=[O:25].C(=O)([O-])O.[Na+], predict the reaction product. The product is: [O:21]=[C:8]1[N:9]([C:11]2[CH:12]=[N:13][C:14]([C:17]([F:19])([F:18])[F:20])=[CH:15][CH:16]=2)[CH2:10][C@H:6]([CH:4]([CH3:3])[CH3:5])[N:7]1[CH2:23][C:24]([O:26][C:27]([CH3:30])([CH3:29])[CH3:28])=[O:25]. (5) Given the reactants [CH3:1][C:2]1([CH3:9])[O:7][CH2:6][CH:5]([NH2:8])[CH2:4][O:3]1.[N:10]1([C:15](N)=[NH:16])C=CC=N1, predict the reaction product. The product is: [CH3:1][C:2]1([CH3:9])[O:7][CH2:6][CH:5]([NH:8][C:15]([NH2:16])=[NH:10])[CH2:4][O:3]1. (6) Given the reactants [N:1]1[CH:6]=[CH:5][C:4]([NH:7][C:8]2[C:16]3[C:11](=[CH:12][CH:13]=[CH:14][CH:15]=3)[NH:10][C:9]=2[C:17]([OH:19])=O)=[CH:3][CH:2]=1.F[P-](F)(F)(F)(F)F.[N:27]1(O[P+](N(C)C)(N(C)C)N(C)C)C2C=CC=CC=2N=N1.C(N(C(C)C)CC)(C)C.N.CO, predict the reaction product. The product is: [N:1]1[CH:2]=[CH:3][C:4]([NH:7][C:8]2[C:16]3[C:11](=[CH:12][CH:13]=[CH:14][CH:15]=3)[NH:10][C:9]=2[C:17]([NH2:27])=[O:19])=[CH:5][CH:6]=1. (7) Given the reactants [C:1](#[N:5])[CH2:2][C:3]#[N:4].CC(C)([O-])C.[K+].Br[C:13]([CH3:19])([CH3:18])[C:14]([O:16][CH3:17])=[O:15], predict the reaction product. The product is: [C:3]([CH:2]([C:1]#[N:5])[C:13]([CH3:19])([CH3:18])[C:14]([O:16][CH3:17])=[O:15])#[N:4]. (8) Given the reactants C(OC([N:11]1[CH2:15][CH2:14][CH2:13][CH:12]1[C:16]1[N:20]([CH2:21][CH2:22][O:23][Si:24]([C:27]([CH3:30])([CH3:29])[CH3:28])([CH3:26])[CH3:25])[C:19]2[CH:31]=[CH:32][CH:33]=[CH:34][C:18]=2[N:17]=1)=O)C1C=CC=CC=1, predict the reaction product. The product is: [C:27]([Si:24]([CH3:26])([CH3:25])[O:23][CH2:22][CH2:21][N:20]1[C:19]2[CH:31]=[CH:32][CH:33]=[CH:34][C:18]=2[N:17]=[C:16]1[CH:12]1[CH2:13][CH2:14][CH2:15][NH:11]1)([CH3:30])([CH3:29])[CH3:28]. (9) Given the reactants [F:1][C:2]1[CH:3]=[C:4]([C:12]2[C:21]3[C:16](=[CH:17][CH:18]=[C:19]([OH:22])[CH:20]=3)[C:15](=[O:23])[NH:14][CH:13]=2)[CH:5]=[CH:6][C:7]=1[C:8]([F:11])([F:10])[F:9].[H-].[Na+].[CH3:26][Si:27]([CH3:34])([CH3:33])[CH2:28][CH2:29][O:30][CH2:31]Cl, predict the reaction product. The product is: [F:1][C:2]1[CH:3]=[C:4]([C:12]2[C:21]3[C:16](=[CH:17][CH:18]=[C:19]([O:22][CH2:31][O:30][CH2:29][CH2:28][Si:27]([CH3:34])([CH3:33])[CH3:26])[CH:20]=3)[C:15](=[O:23])[NH:14][CH:13]=2)[CH:5]=[CH:6][C:7]=1[C:8]([F:11])([F:9])[F:10]. (10) Given the reactants [F:1][C:2]1[CH:10]=[CH:9][C:8]([OH:11])=[CH:7][C:3]=1[C:4]([OH:6])=[O:5].[H-].[Na+].[CH2:14](Br)[C:15]1[CH:20]=[CH:19][CH:18]=[CH:17][CH:16]=1, predict the reaction product. The product is: [CH2:14]([O:11][C:8]1[CH:9]=[CH:10][C:2]([F:1])=[C:3]([CH:7]=1)[C:4]([OH:6])=[O:5])[C:15]1[CH:20]=[CH:19][CH:18]=[CH:17][CH:16]=1.